Predict the reaction yield, written as a fraction of the theoretical maximum amount of product (1.0 means a 100% yield; for example, 0.34 means a 34% yield). From a dataset of Reaction yield outcomes from USPTO patents with 853,638 reactions. (1) The reactants are [CH3:1][O:2][C:3]1[CH:4]=[CH:5][C:6]2[C:12]3[C:13]([O:21][CH3:22])=[C:14]([O:19][CH3:20])[C:15]([O:17][CH3:18])=[CH:16][C:11]=3[CH2:10][CH2:9][C@H:8]([NH2:23])[C:7]=2[CH:24]=1.C1C([N+]([O-])=O)=CC=C([Cl-][C:35]([O-:37])=[O:36])C=1.C(N(CC)CC)C.O[CH2:46][CH2:47][N:48]1[CH2:53][CH2:52][O:51][CH2:50][CH2:49]1. The catalyst is C(#N)C. The product is [CH3:1][O:2][C:3]1[CH:4]=[CH:5][C:6]2[C:12]3[C:13]([O:21][CH3:22])=[C:14]([O:19][CH3:20])[C:15]([O:17][CH3:18])=[CH:16][C:11]=3[CH2:10][CH2:9][C@H:8]([NH:23][C:35](=[O:36])[O:37][CH2:46][CH2:47][N:48]3[CH2:53][CH2:52][O:51][CH2:50][CH2:49]3)[C:7]=2[CH:24]=1. The yield is 0.640. (2) The reactants are [Cl-].O[NH3+:3].[C:4](=[O:7])([O-])[OH:5].[Na+].CS(C)=O.[CH2:13]([C:17]1[N:18]=[C:19]([CH3:49])[N:20]([C:39]2[CH:40]=[CH:41][C:42]3[O:46][CH:45]([CH3:47])[CH2:44][C:43]=3[CH:48]=2)[C:21](=[O:38])[C:22]=1[CH2:23][C:24]1[CH:29]=[CH:28][C:27]([C:30]2[C:31]([C:36]#[N:37])=[CH:32][CH:33]=[CH:34][CH:35]=2)=[CH:26][CH:25]=1)[CH2:14][CH2:15][CH3:16]. The catalyst is O.C(OCC)(=O)C. The product is [CH2:13]([C:17]1[N:18]=[C:19]([CH3:49])[N:20]([C:39]2[CH:40]=[CH:41][C:42]3[O:46][CH:45]([CH3:47])[CH2:44][C:43]=3[CH:48]=2)[C:21](=[O:38])[C:22]=1[CH2:23][C:24]1[CH:25]=[CH:26][C:27]([C:30]2[CH:35]=[CH:34][CH:33]=[CH:32][C:31]=2[C:36]2[NH:3][C:4](=[O:7])[O:5][N:37]=2)=[CH:28][CH:29]=1)[CH2:14][CH2:15][CH3:16]. The yield is 0.730.